Dataset: Reaction yield outcomes from USPTO patents with 853,638 reactions. Task: Predict the reaction yield, written as a fraction of the theoretical maximum amount of product (1.0 means a 100% yield; for example, 0.34 means a 34% yield). (1) The reactants are Br[CH2:2][C:3]1[C:4]([I:10])=[CH:5][C:6]([F:9])=[N:7][CH:8]=1.[N+](C)([O-])=[O:12].CN(C)C=O.C(=O)([O-])[O-].[Na+].[Na+]. The catalyst is C(Cl)(Cl)Cl.F[B-](F)(F)F.[Ag+].CO. The product is [F:9][C:6]1[N:7]=[CH:8][C:3]([CH2:2][OH:12])=[C:4]([I:10])[CH:5]=1. The yield is 0.830. (2) The reactants are [N:1]1[CH:6]=[CH:5][CH:4]=[CH:3][C:2]=1[C:7]1[CH:8]=[N:9][C:10]([N:13]2[C:21]3[C:16](=[CH:17][CH:18]=[C:19]([C:22]([O:24]C)=[O:23])[CH:20]=3)[C:15]3([CH2:27][CH2:26]3)[CH2:14]2)=[N:11][CH:12]=1.[Li+].[OH-]. The catalyst is C1COCC1.CO.O. The product is [N:1]1[CH:6]=[CH:5][CH:4]=[CH:3][C:2]=1[C:7]1[CH:8]=[N:9][C:10]([N:13]2[C:21]3[C:16](=[CH:17][CH:18]=[C:19]([C:22]([OH:24])=[O:23])[CH:20]=3)[C:15]3([CH2:26][CH2:27]3)[CH2:14]2)=[N:11][CH:12]=1. The yield is 0.729. (3) The reactants are [CH2:1]([O:3][C:4](=[O:14])[CH2:5][CH2:6][CH2:7][CH2:8][CH2:9][S:10]([O-])(=[O:12])=[O:11])[CH3:2].[Na+].P(Cl)(Cl)(Cl)(Cl)[Cl:17]. No catalyst specified. The product is [Cl:17][S:10]([CH2:9][CH2:8][CH2:7][CH2:6][CH2:5][C:4]([O:3][CH2:1][CH3:2])=[O:14])(=[O:12])=[O:11]. The yield is 0.610. (4) The product is [CH2:1]([O:8][C@H:9]([C@@H:15]([CH2:16][O:17][CH2:18][C:19]1[CH:20]=[CH:21][CH:22]=[CH:23][CH:24]=1)[OH:14])[C@H:10]([OH:25])[CH2:11][CH:12]=[O:13])[C:2]1[CH:3]=[CH:4][CH:5]=[CH:6][CH:7]=1. The reactants are [CH2:1]([O:8][C@@H:9]1[C@@H:15]([CH2:16][O:17][CH2:18][C:19]2[CH:24]=[CH:23][CH:22]=[CH:21][CH:20]=2)[O:14][CH:12]([OH:13])[CH2:11][C@H:10]1[OH:25])[C:2]1[CH:7]=[CH:6][CH:5]=[CH:4][CH:3]=1.O.Br.C(=O)([O-])[O-].[Na+].[Na+]. The catalyst is C1COCC1. The yield is 0.630. (5) The reactants are O[N:2]=[CH:3][NH:4][C:5]1[CH:10]=[CH:9][C:8]([CH2:11][N:12]2[C:20]3[C:15](=[CH:16][CH:17]=[CH:18][CH:19]=3)[C:14]3([C:32]4[C:23](=[CH:24][C:25]5[O:30][CH2:29][CH2:28][O:27][C:26]=5[CH:31]=4)[O:22][CH2:21]3)[C:13]2=[O:33])=[CH:7][N:6]=1.FC(F)(F)C(OC(=O)C(F)(F)F)=O. The catalyst is O1CCCC1.C(=O)(O)[O-].[Na+]. The product is [N:4]1[CH:3]=[N:2][N:6]2[CH:7]=[C:8]([CH2:11][N:12]3[C:20]4[C:15](=[CH:16][CH:17]=[CH:18][CH:19]=4)[C:14]4([C:32]5[C:23](=[CH:24][C:25]6[O:30][CH2:29][CH2:28][O:27][C:26]=6[CH:31]=5)[O:22][CH2:21]4)[C:13]3=[O:33])[CH:9]=[CH:10][C:5]=12. The yield is 0.540. (6) The reactants are [F:1][C:2]1[CH:7]=[CH:6][C:5]([CH:8]2[C:12]3[C:13]([CH3:20])=[C:14]([NH2:19])[C:15]([CH3:18])=[C:16]([CH3:17])[C:11]=3[O:10][C:9]2([CH3:22])[CH3:21])=[CH:4][CH:3]=1.C([O:26][CH2:27][CH3:28])(=O)C. No catalyst specified. The product is [F:1][C:2]1[CH:7]=[CH:6][C:5]([CH:8]2[C:12]3[C:13]([CH3:20])=[C:14]([N:19]4[C:9](=[O:10])[C:8]5[C:28](=[CH:2][CH:3]=[CH:4][CH:5]=5)[C:27]4=[O:26])[C:15]([CH3:18])=[C:16]([CH3:17])[C:11]=3[O:10][C:9]2([CH3:22])[CH3:21])=[CH:4][CH:3]=1. The yield is 0.720. (7) The reactants are [CH3:1][O:2][C:3]1[CH:4]=[C:5]2[C:10](=[CH:11][C:12]=1[O:13][CH3:14])[N:9]=[CH:8][CH:7]=[C:6]2[O:15][C:16]1[CH:22]=[CH:21][C:19]([NH2:20])=[CH:18][CH:17]=1.C1(C)C=CC=CC=1.C(N(CC)CC)C.Cl[C:38](Cl)([O:40]C(=O)OC(Cl)(Cl)Cl)Cl.[F:49][C:50]([F:61])([F:60])[C:51]1[CH:52]=[C:53]([CH:57]=[CH:58][CH:59]=1)[CH:54]([OH:56])[CH3:55]. The catalyst is C(Cl)Cl. The product is [CH3:1][O:2][C:3]1[CH:4]=[C:5]2[C:10](=[CH:11][C:12]=1[O:13][CH3:14])[N:9]=[CH:8][CH:7]=[C:6]2[O:15][C:16]1[CH:22]=[CH:21][C:19]([NH:20][C:38](=[O:40])[O:56][CH:54]([C:53]2[CH:57]=[CH:58][CH:59]=[C:51]([C:50]([F:60])([F:61])[F:49])[CH:52]=2)[CH3:55])=[CH:18][CH:17]=1. The yield is 0.590.